From a dataset of Forward reaction prediction with 1.9M reactions from USPTO patents (1976-2016). Predict the product of the given reaction. (1) Given the reactants [OH:1][C:2]1([CH2:15][CH:16]=O)[CH2:14][CH2:13][C:5]2([O:10][CH2:9][C:8]([CH3:12])([CH3:11])[CH2:7][O:6]2)[CH2:4][CH2:3]1.[CH3:18][O:19][C:20]1[CH:21]=[C:22]([C@@H:26]([NH2:28])[CH3:27])[CH:23]=[CH:24][CH:25]=1, predict the reaction product. The product is: [CH3:18][O:19][C:20]1[CH:21]=[C:22]([C@@H:26]([NH:28][CH2:16][CH2:15][C:2]2([OH:1])[CH2:14][CH2:13][C:5]3([O:6][CH2:7][C:8]([CH3:12])([CH3:11])[CH2:9][O:10]3)[CH2:4][CH2:3]2)[CH3:27])[CH:23]=[CH:24][CH:25]=1. (2) Given the reactants [ClH:1].[F:2][CH:3]([F:21])[O:4][C:5]1[CH:6]=[CH:7][C:8]2[NH:12][C:11](=[O:13])[N:10]([CH:14]3[CH2:19][CH2:18][NH:17][CH2:16][CH2:15]3)[C:9]=2[CH:20]=1.[O:22]1[CH2:27][CH2:26][C:25](=O)[CH2:24][CH2:23]1.C(O[BH-](OC(=O)C)OC(=O)C)(=O)C.[Na+].C(=O)(O)[O-].[Na+], predict the reaction product. The product is: [ClH:1].[F:21][CH:3]([F:2])[O:4][C:5]1[CH:6]=[CH:7][C:8]2[NH:12][C:11](=[O:13])[N:10]([CH:14]3[CH2:15][CH2:16][N:17]([CH:25]4[CH2:26][CH2:27][O:22][CH2:23][CH2:24]4)[CH2:18][CH2:19]3)[C:9]=2[CH:20]=1. (3) Given the reactants [NH:1]([C:3]1[N:8]=[CH:7][N:6]=[C:5]2[N:9]([C:12]3[CH:17]=[CH:16][CH:15]=[CH:14][CH:13]=3)[N:10]=[CH:11][C:4]=12)[NH2:2].[OH:18][C:19]1[CH:26]=[CH:25][C:22]([CH:23]=O)=[CH:21][C:20]=1[CH2:27][OH:28].C1(N2C3=NC=NC(NN=CC4C=CN=CC=4)=C3C=N2)C=CC=CC=1, predict the reaction product. The product is: [C:12]1([N:9]2[C:5]3=[N:6][CH:7]=[N:8][C:3]([NH:1][N:2]=[CH:23][C:22]4[CH:25]=[CH:26][C:19]([OH:18])=[C:20]([CH2:27][OH:28])[CH:21]=4)=[C:4]3[CH:11]=[N:10]2)[CH:17]=[CH:16][CH:15]=[CH:14][CH:13]=1. (4) The product is: [C:1]([O:5][C:6](=[O:35])[CH2:7][N:8]1[C:17](=[O:18])[C:16]([O:19][CH3:20])=[C:15]2[C:10]([CH2:11][CH2:12][N:13]([CH2:22][C:23]3[CH:28]=[CH:27][C:26]([F:29])=[C:25]([Cl:30])[CH:24]=3)[C:14]2=[O:21])=[C:9]1[C:31]([OH:33])=[O:32])([CH3:4])([CH3:2])[CH3:3]. Given the reactants [C:1]([O:5][C:6](=[O:35])[CH2:7][N:8]1[C:17](=[O:18])[C:16]([O:19][CH3:20])=[C:15]2[C:10]([CH2:11][CH2:12][N:13]([CH2:22][C:23]3[CH:28]=[CH:27][C:26]([F:29])=[C:25]([Cl:30])[CH:24]=3)[C:14]2=[O:21])=[C:9]1[C:31]([O:33]C)=[O:32])([CH3:4])([CH3:3])[CH3:2].O.[OH-].[Li+], predict the reaction product.